This data is from NCI-60 drug combinations with 297,098 pairs across 59 cell lines. The task is: Regression. Given two drug SMILES strings and cell line genomic features, predict the synergy score measuring deviation from expected non-interaction effect. Drug 1: CC=C1C(=O)NC(C(=O)OC2CC(=O)NC(C(=O)NC(CSSCCC=C2)C(=O)N1)C(C)C)C(C)C. Drug 2: CCN(CC)CCNC(=O)C1=C(NC(=C1C)C=C2C3=C(C=CC(=C3)F)NC2=O)C. Cell line: HOP-62. Synergy scores: CSS=36.6, Synergy_ZIP=-1.83, Synergy_Bliss=-1.70, Synergy_Loewe=-64.0, Synergy_HSA=-4.03.